From a dataset of Catalyst prediction with 721,799 reactions and 888 catalyst types from USPTO. Predict which catalyst facilitates the given reaction. Reactant: [NH:1]1[CH2:5][CH2:4][CH2:3][CH2:2]1.[C:6]([O:13][CH3:14])(=[O:12])[CH2:7][CH2:8][C:9]([CH3:11])=O.[BH-](OC(C)=O)(OC(C)=O)OC(C)=O.[Na+]. The catalyst class is: 448. Product: [CH3:14][O:13][C:6](=[O:12])[CH2:7][CH2:8][CH:9]([N:1]1[CH2:5][CH2:4][CH2:3][CH2:2]1)[CH3:11].